From a dataset of Reaction yield outcomes from USPTO patents with 853,638 reactions. Predict the reaction yield, written as a fraction of the theoretical maximum amount of product (1.0 means a 100% yield; for example, 0.34 means a 34% yield). (1) The reactants are [N:1]([C:4]1[C:13]([S:14][CH2:15][C:16]2[CH:21]=[CH:20][CH:19]=[CH:18][CH:17]=2)=[CH:12][C:7]([C:8]([O:10][CH3:11])=[O:9])=[C:6]([NH:22][C:23]2[CH:28]=[CH:27][CH:26]=[CH:25][C:24]=2[F:29])[C:5]=1[F:30])=[N+]=[N-].[H][H]. The catalyst is CO.[Pd]. The product is [NH2:1][C:4]1[C:13]([S:14][CH2:15][C:16]2[CH:21]=[CH:20][CH:19]=[CH:18][CH:17]=2)=[CH:12][C:7]([C:8]([O:10][CH3:11])=[O:9])=[C:6]([NH:22][C:23]2[CH:28]=[CH:27][CH:26]=[CH:25][C:24]=2[F:29])[C:5]=1[F:30]. The yield is 0.990. (2) The reactants are [CH2:1]([N:8]1[C:12]([NH2:13])=[CH:11][CH:10]=[N:9]1)[C:2]1[CH:7]=[CH:6][CH:5]=[CH:4][CH:3]=1.[Si:14]([O:21][C:22]1[CH:27]=[CH:26][C:25](B(O)O)=[CH:24][CH:23]=1)([C:17]([CH3:20])([CH3:19])[CH3:18])([CH3:16])[CH3:15].N1C=CC=CC=1. The catalyst is O1CCCC1.C(OCC)(=O)C.C([O-])(=O)C.[Cu+2].C([O-])(=O)C. The product is [CH2:1]([N:8]1[C:12]([NH:13][C:25]2[CH:26]=[CH:27][C:22]([O:21][Si:14]([C:17]([CH3:20])([CH3:19])[CH3:18])([CH3:15])[CH3:16])=[CH:23][CH:24]=2)=[CH:11][CH:10]=[N:9]1)[C:2]1[CH:3]=[CH:4][CH:5]=[CH:6][CH:7]=1. The yield is 0.450. (3) The reactants are [CH2:1]([N:8]1[C:12]2[C:13](=[O:35])[N:14]([CH3:34])[C:15]([CH:24]([O:29][C:30]([CH3:33])([CH3:32])[CH3:31])[C:25]([O:27]C)=[O:26])=[C:16]([C:17]3[CH:22]=[CH:21][C:20]([Cl:23])=[CH:19][CH:18]=3)[C:11]=2[C:10](Br)=[CH:9]1)[C:2]1[CH:7]=[CH:6][CH:5]=[CH:4][CH:3]=1.[CH3:37]B1OB(C)OB(C)O1.C([O-])([O-])=O.[Na+].[Na+].[Li+].[OH-].Cl. The catalyst is CN(C)C=O.C1C=CC([P]([Pd]([P](C2C=CC=CC=2)(C2C=CC=CC=2)C2C=CC=CC=2)([P](C2C=CC=CC=2)(C2C=CC=CC=2)C2C=CC=CC=2)[P](C2C=CC=CC=2)(C2C=CC=CC=2)C2C=CC=CC=2)(C2C=CC=CC=2)C2C=CC=CC=2)=CC=1. The product is [CH2:1]([N:8]1[C:12]2[C:13](=[O:35])[N:14]([CH3:34])[C:15]([CH:24]([O:29][C:30]([CH3:32])([CH3:31])[CH3:33])[C:25]([OH:27])=[O:26])=[C:16]([C:17]3[CH:22]=[CH:21][C:20]([Cl:23])=[CH:19][CH:18]=3)[C:11]=2[C:10]([CH3:37])=[CH:9]1)[C:2]1[CH:3]=[CH:4][CH:5]=[CH:6][CH:7]=1. The yield is 0.300. (4) The reactants are [NH:1]1[C:5]2[CH:6]=[CH:7][CH:8]=[CH:9][C:4]=2[N:3]=[C:2]1[CH2:10][N:11]([CH:21]1[C:30]2[N:29]=[CH:28][CH:27]=[CH:26][C:25]=2[CH2:24][CH2:23][CH2:22]1)[CH2:12][C:13]1[CH:18]=[CH:17][C:16]([CH2:19][NH2:20])=[CH:15][CH:14]=1.C(N(CC)CC)C.Cl[C:39]1[O:40][C:41]2[CH:47]=[CH:46][CH:45]=[CH:44][C:42]=2[N:43]=1. The catalyst is C1COCC1. The product is [O:40]1[C:41]2[CH:47]=[CH:46][CH:45]=[CH:44][C:42]=2[N:43]=[C:39]1[NH:20][CH2:19][C:16]1[CH:15]=[CH:14][C:13]([CH2:12][N:11]([CH2:10][C:2]2[NH:3][C:4]3[CH:9]=[CH:8][CH:7]=[CH:6][C:5]=3[N:1]=2)[CH:21]2[C:30]3[N:29]=[CH:28][CH:27]=[CH:26][C:25]=3[CH2:24][CH2:23][CH2:22]2)=[CH:18][CH:17]=1. The yield is 0.370. (5) The reactants are [CH3:1][S:2]([C:5]1[N:10]=[CH:9][C:8]([O:11][C:12]2[CH:13]=[C:14]3[C:18](=[C:19]([O:21][CH:22]4[CH2:27][CH2:26][O:25][CH2:24][CH2:23]4)[CH:20]=2)[NH:17][C:16]([C:28]2[S:29][CH:30]([CH2:33][C:34]([OH:36])=O)[CH2:31][N:32]=2)=[CH:15]3)=[CH:7][CH:6]=1)(=[O:4])=[O:3].O.ON1C2C=CC=CC=2N=N1.Cl.C(N=C=NCCCN(C)C)C.[CH3:60][O:61][CH2:62][CH2:63][NH2:64]. The catalyst is CN(C)C=O.CCCCCC.C(OCC)(=O)C.O. The product is [CH3:60][O:61][CH2:62][CH2:63][NH:64][C:34](=[O:36])[CH2:33][CH:30]1[S:29][C:28]([C:16]2[NH:17][C:18]3[C:14]([CH:15]=2)=[CH:13][C:12]([O:11][C:8]2[CH:9]=[N:10][C:5]([S:2]([CH3:1])(=[O:4])=[O:3])=[CH:6][CH:7]=2)=[CH:20][C:19]=3[O:21][CH:22]2[CH2:27][CH2:26][O:25][CH2:24][CH2:23]2)=[N:32][CH2:31]1. The yield is 0.600. (6) The reactants are [OH:1][CH2:2][CH2:3][CH2:4][CH2:5][CH2:6][C:7]([O:9][CH2:10][CH3:11])=[O:8].C(N(CC)CC)C.[CH3:19][S:20](Cl)(=[O:22])=[O:21]. The catalyst is ClCCl. The product is [CH3:19][S:20]([O:1][CH2:2][CH2:3][CH2:4][CH2:5][CH2:6][C:7]([O:9][CH2:10][CH3:11])=[O:8])(=[O:22])=[O:21]. The yield is 0.850. (7) The reactants are Cl[C:2]1[C:11]2[C:6](=[CH:7][CH:8]=[C:9]([N+:12]([O-:14])=[O:13])[CH:10]=2)[N:5]=[CH:4][C:3]=1[C:15]#[N:16].[C:17]([C:21]1[CH:22]=[C:23]([NH2:27])[N:24]([CH3:26])[N:25]=1)([CH3:20])([CH3:19])[CH3:18]. The catalyst is COCCOC. The product is [C:17]([C:21]1[CH:22]=[C:23]([NH:27][C:2]2[C:11]3[C:6](=[CH:7][CH:8]=[C:9]([N+:12]([O-:14])=[O:13])[CH:10]=3)[N:5]=[CH:4][C:3]=2[C:15]#[N:16])[N:24]([CH3:26])[N:25]=1)([CH3:20])([CH3:18])[CH3:19]. The yield is 0.740.